From a dataset of Catalyst prediction with 721,799 reactions and 888 catalyst types from USPTO. Predict which catalyst facilitates the given reaction. (1) Reactant: [C:1]([O:5][C:6]([N:8]1[CH2:13][CH2:12][CH:11]([NH:14][C:15]2[O:16][C:17]3[CH:23]=[CH:22][C:21]([OH:24])=[CH:20][C:18]=3[N:19]=2)[CH2:10][CH2:9]1)=[O:7])([CH3:4])([CH3:3])[CH3:2].Br[CH2:26][CH2:27][CH2:28][O:29][CH3:30].C(=O)([O-])[O-].[K+].[K+]. Product: [C:1]([O:5][C:6]([N:8]1[CH2:13][CH2:12][CH:11]([NH:14][C:15]2[O:16][C:17]3[CH:23]=[CH:22][C:21]([O:24][CH2:26][CH2:27][CH2:28][O:29][CH3:30])=[CH:20][C:18]=3[N:19]=2)[CH2:10][CH2:9]1)=[O:7])([CH3:4])([CH3:2])[CH3:3]. The catalyst class is: 9. (2) Reactant: [CH:1]1([C:4]2[NH:8][C:7]3[CH:9]=[C:10]([C:21]4[C:22]([CH3:27])=[N:23][O:24][C:25]=4[CH3:26])[CH:11]=[C:12]([C:13]([C:15]4[CH:20]=[CH:19][CH:18]=[CH:17][CH:16]=4)=[CH2:14])[C:6]=3[N:5]=2)[CH2:3][CH2:2]1. Product: [CH:1]1([C:4]2[NH:8][C:7]3[CH:9]=[C:10]([C:21]4[C:22]([CH3:27])=[N:23][O:24][C:25]=4[CH3:26])[CH:11]=[C:12]([CH:13]([C:15]4[CH:20]=[CH:19][CH:18]=[CH:17][CH:16]=4)[CH3:14])[C:6]=3[N:5]=2)[CH2:3][CH2:2]1. The catalyst class is: 63. (3) Reactant: [CH3:1][O:2][CH:3]1[CH2:8][CH2:7][N:6]([C:9]([N:11]2[CH2:17][C:16]3[CH:18]=[CH:19][C:20]([C:22](OC)=[O:23])=[CH:21][C:15]=3[O:14][CH2:13][C@@H:12]2[C:26]2[CH:31]=[CH:30][CH:29]=[CH:28][CH:27]=2)=[O:10])[CH2:5][CH2:4]1.[OH-:32].[Na+].[NH2:34]O. Product: [OH:32][NH:34][C:22]([C:20]1[CH:19]=[CH:18][C:16]2[CH2:17][N:11]([C:9]([N:6]3[CH2:5][CH2:4][CH:3]([O:2][CH3:1])[CH2:8][CH2:7]3)=[O:10])[C@@H:12]([C:26]3[CH:31]=[CH:30][CH:29]=[CH:28][CH:27]=3)[CH2:13][O:14][C:15]=2[CH:21]=1)=[O:23]. The catalyst class is: 36. (4) Reactant: [CH2:1]([O:8][C@H:9]1[C@H:14]([O:15][CH2:16][C:17]2[CH:22]=[CH:21][CH:20]=[CH:19][CH:18]=2)[C@@H:13]([O:23][CH2:24][C:25]2[CH:30]=[CH:29][CH:28]=[CH:27][CH:26]=2)[C@@:12]([C:33]2[CH:38]=[CH:37][C:36]([Cl:39])=[C:35]([CH2:40][C:41]3[CH:46]=[CH:45][C:44]([O:47][CH2:48][CH3:49])=[C:43]([F:50])[CH:42]=3)[CH:34]=2)([O:31][CH3:32])[O:11][C@@H:10]1[CH:51]=[O:52])[C:2]1[CH:7]=[CH:6][CH:5]=[CH:4][CH:3]=1.[CH2:53]=[O:54].[OH-].[Na+]. Product: [CH2:1]([O:8][C@H:9]1[C@H:14]([O:15][CH2:16][C:17]2[CH:22]=[CH:21][CH:20]=[CH:19][CH:18]=2)[C@@H:13]([O:23][CH2:24][C:25]2[CH:30]=[CH:29][CH:28]=[CH:27][CH:26]=2)[C@@:12]([C:33]2[CH:38]=[CH:37][C:36]([Cl:39])=[C:35]([CH2:40][C:41]3[CH:46]=[CH:45][C:44]([O:47][CH2:48][CH3:49])=[C:43]([F:50])[CH:42]=3)[CH:34]=2)([O:31][CH3:32])[O:11][C@:10]1([CH2:53][OH:54])[CH:51]=[O:52])[C:2]1[CH:7]=[CH:6][CH:5]=[CH:4][CH:3]=1. The catalyst class is: 12. (5) Reactant: [CH3:1][O:2][CH:3]([O:6][CH3:7])[CH2:4][NH2:5].I.[CH3:9][N:10]1[C:15](=[O:16])[N:14]2[CH:17]=[N:18][C:19]([C:20](SC)=[NH:21])=[C:13]2[N:12]=[N:11]1. Product: [CH3:1][O:2][CH:3]([O:6][CH3:7])[CH2:4][NH:5][C:20]([C:19]1[N:18]=[CH:17][N:14]2[C:15](=[O:16])[N:10]([CH3:9])[N:11]=[N:12][C:13]=12)=[NH:21]. The catalyst class is: 10. (6) Reactant: [CH2:1]([O:8][C:9]1[CH:10]=[C:11]2[C:15](=[CH:16][CH:17]=1)[N:14]([C@@H:18]([C:23]1[CH:28]=[CH:27][CH:26]=[CH:25][CH:24]=1)[C@H:19]([OH:22])[CH2:20][OH:21])[CH2:13][CH2:12]2)[C:2]1[CH:7]=[CH:6][CH:5]=[CH:4][CH:3]=1.ClC1C(=O)C(C#N)=C(C#N)C(=O)C=1Cl. Product: [CH2:1]([O:8][C:9]1[CH:10]=[C:11]2[C:15](=[CH:16][CH:17]=1)[N:14]([C@@H:18]([C:23]1[CH:28]=[CH:27][CH:26]=[CH:25][CH:24]=1)[C@H:19]([OH:22])[CH2:20][OH:21])[CH:13]=[CH:12]2)[C:2]1[CH:3]=[CH:4][CH:5]=[CH:6][CH:7]=1. The catalyst class is: 11. (7) Product: [CH:5]([C:4]1[CH:3]=[C:2]([CH:9]=[CH:8][CH:7]=1)[O:1][CH2:11][C:12]#[N:13])=[O:6]. The catalyst class is: 3. Reactant: [OH:1][C:2]1[CH:3]=[C:4]([CH:7]=[CH:8][CH:9]=1)[CH:5]=[O:6].Br[CH2:11][C:12]#[N:13].C(=O)([O-])[O-].[K+].[K+]. (8) Reactant: C(N(CC)CC)C.[Cl:8][C:9]1[CH:14]=[CH:13][C:12]([CH2:15][C:16](Cl)=[O:17])=[CH:11][CH:10]=1.[CH2:19]([O:26][C:27]1[C:28]([CH3:36])=[C:29]([CH3:35])[C:30]([NH2:34])=[N:31][C:32]=1[CH3:33])[C:20]1[CH:25]=[CH:24][CH:23]=[CH:22][CH:21]=1. The catalyst class is: 2. Product: [CH2:19]([O:26][C:27]1[C:28]([CH3:36])=[C:29]([CH3:35])[C:30]([NH:34][C:16](=[O:17])[CH2:15][C:12]2[CH:13]=[CH:14][C:9]([Cl:8])=[CH:10][CH:11]=2)=[N:31][C:32]=1[CH3:33])[C:20]1[CH:21]=[CH:22][CH:23]=[CH:24][CH:25]=1. (9) Reactant: [F:1][C:2]1[CH:3]=[C:4]([C@@H:8]2[NH:12][C@H:11]([C:13](OCC)=[O:14])[CH2:10][CH2:9]2)[CH:5]=[N:6][CH:7]=1.[H-].[H-].[H-].[H-].[Li+].[Al+3].[O-]S([O-])(=O)=O.[Na+].[Na+]. Product: [F:1][C:2]1[CH:3]=[C:4]([C@@H:8]2[NH:12][C@H:11]([CH2:13][OH:14])[CH2:10][CH2:9]2)[CH:5]=[N:6][CH:7]=1. The catalyst class is: 1. (10) Reactant: B(Br)(Br)Br.[Br:5][C:6]1[O:7][C:8]([C:11]2[CH:16]=[CH:15][CH:14]=[C:13]([O:17]C)[CH:12]=2)=[CH:9][N:10]=1. Product: [Br:5][C:6]1[O:7][C:8]([C:11]2[CH:16]=[CH:15][CH:14]=[C:13]([OH:17])[CH:12]=2)=[CH:9][N:10]=1. The catalyst class is: 4.